This data is from Reaction yield outcomes from USPTO patents with 853,638 reactions. The task is: Predict the reaction yield, written as a fraction of the theoretical maximum amount of product (1.0 means a 100% yield; for example, 0.34 means a 34% yield). (1) The reactants are [C:1]([OH:5])([CH3:4])([CH3:3])[CH3:2].[CH2:6]([O:8][C:9](=[O:14])[CH2:10][C:11](O)=[O:12])[CH3:7].C1CCC(N=C=NC2CCCCC2)CC1. The catalyst is C(#N)C. The product is [CH2:6]([O:8][C:9](=[O:14])[CH2:10][C:11]([O:5][C:1]([CH3:4])([CH3:3])[CH3:2])=[O:12])[CH3:7]. The yield is 0.660. (2) The reactants are [C:1]([O:5][C:6]([NH:8][C@H:9]([C:29]([O-:31])=[O:30])[CH2:10][C:11]1[S:12][C:13]([CH2:16][CH2:17][CH2:18][C:19]2[CH:28]=[CH:27][C:26]3[C:21](=[N:22][CH:23]=[CH:24][CH:25]=3)[N:20]=2)=[CH:14][CH:15]=1)=[O:7])([CH3:4])([CH3:3])[CH3:2].[CH3:32]CO. The catalyst is [Pd]. The product is [C:1]([O:5][C:6]([NH:8][C@H:9]([C:29]([O:31][CH3:32])=[O:30])[CH2:10][C:11]1[S:12][C:13]([CH2:16][CH2:17][CH2:18][C:19]2[CH:28]=[CH:27][C:26]3[CH2:25][CH2:24][CH2:23][NH:22][C:21]=3[N:20]=2)=[CH:14][CH:15]=1)=[O:7])([CH3:4])([CH3:2])[CH3:3]. The yield is 0.780. (3) The reactants are Cl.[NH2:2][CH2:3][C:4]1[CH:5]=[CH:6][C:7]([F:37])=[C:8]([CH:10]2[CH2:15][CH2:14][N:13]([C:16]([C:18]3[C:26]4[C:21](=[C:22]([F:32])[CH:23]=[CH:24][C:25]=4[O:27][C:28]([F:31])([F:30])[F:29])[N:20]([CH2:33][CH2:34][O:35][CH3:36])[CH:19]=3)=[O:17])[CH2:12][CH2:11]2)[CH:9]=1.[NH:38]([C:46]([O:48][C:49]([CH3:52])([CH3:51])[CH3:50])=[O:47])[C@H:39]([C:43](O)=[O:44])[CH:40]([CH3:42])[CH3:41].CCN=C=NCCCN(C)C.C1C=CC2N(O)N=NC=2C=1.CCN(CC)CC. The catalyst is C(Cl)Cl.CCOC(C)=O. The product is [C:49]([O:48][C:46](=[O:47])[NH:38][C@H:39]([C:43](=[O:44])[NH:2][CH2:3][C:4]1[CH:5]=[CH:6][C:7]([F:37])=[C:8]([CH:10]2[CH2:15][CH2:14][N:13]([C:16]([C:18]3[C:26]4[C:21](=[C:22]([F:32])[CH:23]=[CH:24][C:25]=4[O:27][C:28]([F:31])([F:29])[F:30])[N:20]([CH2:33][CH2:34][O:35][CH3:36])[CH:19]=3)=[O:17])[CH2:12][CH2:11]2)[CH:9]=1)[CH:40]([CH3:41])[CH3:42])([CH3:50])([CH3:52])[CH3:51]. The yield is 0.990.